This data is from Catalyst prediction with 721,799 reactions and 888 catalyst types from USPTO. The task is: Predict which catalyst facilitates the given reaction. (1) Reactant: [F:1][C:2]1([F:48])[CH2:7][CH2:6][CH:5]([C:8]2[C:17]3[CH:16]([OH:18])[CH2:15][C:14]([CH3:20])([CH3:19])[CH2:13][C:12]=3[N:11]=[C:10]([CH:21]3[CH2:26][CH2:25][N:24]([C:27]4[N:32]=[CH:31][C:30]([CH2:33][NH:34][CH3:35])=[CH:29][N:28]=4)[CH2:23][CH2:22]3)[C:9]=2[CH:36]([F:47])[C:37]2[CH:42]=[CH:41][C:40]([C:43]([F:46])([F:45])[F:44])=[CH:39][CH:38]=2)[CH2:4][CH2:3]1.C(N(CC)CC)C.[CH3:56][S:57](Cl)(=[O:59])=[O:58].C(=O)([O-])O.[Na+]. Product: [F:48][C:2]1([F:1])[CH2:3][CH2:4][CH:5]([C:8]2[C:17]3[CH:16]([OH:18])[CH2:15][C:14]([CH3:20])([CH3:19])[CH2:13][C:12]=3[N:11]=[C:10]([CH:21]3[CH2:22][CH2:23][N:24]([C:27]4[N:32]=[CH:31][C:30]([CH2:33][N:34]([CH3:35])[S:57]([CH3:56])(=[O:59])=[O:58])=[CH:29][N:28]=4)[CH2:25][CH2:26]3)[C:9]=2[CH:36]([F:47])[C:37]2[CH:38]=[CH:39][C:40]([C:43]([F:45])([F:44])[F:46])=[CH:41][CH:42]=2)[CH2:6][CH2:7]1. The catalyst class is: 4. (2) Product: [CH:1]1([N:6]([C:22]2[C:23]([N+:27]([O-:29])=[O:28])=[CH:24][N:25]=[C:20]([Cl:19])[N:21]=2)[CH2:7][CH2:8][C:9]([O:11][CH3:12])=[O:10])[CH2:2][CH2:3][CH2:4][CH2:5]1. Reactant: [CH:1]1([NH:6][CH2:7][CH2:8][C:9]([O:11][CH3:12])=[O:10])[CH2:5][CH2:4][CH2:3][CH2:2]1.C([O-])([O-])=O.[K+].[K+].[Cl:19][C:20]1[N:25]=[C:24](Cl)[C:23]([N+:27]([O-:29])=[O:28])=[CH:22][N:21]=1.N1C=CC=NC=1. The catalyst class is: 21. (3) Reactant: [C:1]([O:5][C:6](=[O:27])[NH:7][C:8]1[O:9][CH2:10][C@@:11]2([C:21]3[C:16](=[CH:17][CH:18]=[C:19]([NH2:22])[CH:20]=3)[O:15][C:14]([CH3:24])([CH3:23])[C:13]32[CH2:26][CH2:25]3)[N:12]=1)([CH3:4])([CH3:3])[CH3:2].[CH3:28][O:29][C:30]1[N:31]=[CH:32][C:33]([C:36](O)=[O:37])=[N:34][CH:35]=1.N1(O)C2C=CC=CC=2N=N1.Cl.CN(C)CCCN=C=NCC. Product: [C:1]([O:5][C:6](=[O:27])[NH:7][C:8]1[O:9][CH2:10][C@@:11]2([C:21]3[C:16](=[CH:17][CH:18]=[C:19]([NH:22][C:36]([C:33]4[CH:32]=[N:31][C:30]([O:29][CH3:28])=[CH:35][N:34]=4)=[O:37])[CH:20]=3)[O:15][C:14]([CH3:24])([CH3:23])[C:13]32[CH2:25][CH2:26]3)[N:12]=1)([CH3:4])([CH3:2])[CH3:3]. The catalyst class is: 4. (4) Reactant: [Cl:1][C:2]1[CH:7]=[CH:6][C:5]([C:8]2[S:32][C:11]3[C:12](=[O:31])[N:13]([C:16]4[CH:21]=[CH:20][C:19]([O:22][C@@H:23]5[CH2:28][CH2:27][CH2:26][NH:25][CH2:24]5)=[C:18]([O:29][CH3:30])[CH:17]=4)[CH:14]=[CH:15][C:10]=3[CH:9]=2)=[CH:4][CH:3]=1.C=O.[C:35](O)(=O)C.C([BH3-])#N.[Na+]. Product: [Cl:1][C:2]1[CH:7]=[CH:6][C:5]([C:8]2[S:32][C:11]3[C:12](=[O:31])[N:13]([C:16]4[CH:21]=[CH:20][C:19]([O:22][C@@H:23]5[CH2:28][CH2:27][CH2:26][N:25]([CH3:35])[CH2:24]5)=[C:18]([O:29][CH3:30])[CH:17]=4)[CH:14]=[CH:15][C:10]=3[CH:9]=2)=[CH:4][CH:3]=1. The catalyst class is: 5.